From a dataset of Catalyst prediction with 721,799 reactions and 888 catalyst types from USPTO. Predict which catalyst facilitates the given reaction. (1) Reactant: [F:1][C:2]([F:13])([F:12])[C:3]1[C:11]2[CH2:10][CH2:9][CH2:8][CH2:7][C:6]=2[NH:5][N:4]=1.CC(C)([O-])C.[K+].[I-].[K+].Br[CH2:23][CH2:24][CH:25]([CH3:30])[C:26]([O:28][CH3:29])=[O:27]. Product: [CH3:30][CH:25]([CH2:24][CH2:23][N:5]1[C:6]2[CH2:7][CH2:8][CH2:9][CH2:10][C:11]=2[C:3]([C:2]([F:1])([F:12])[F:13])=[N:4]1)[C:26]([O:28][CH3:29])=[O:27]. The catalyst class is: 136. (2) Reactant: [H-].[Na+].[CH3:3][C:4]1([C:7]([O:9]C)=O)[CH2:6][CH2:5]1.[C:11](#[N:13])[CH3:12].O. Product: [CH3:3][C:4]1([C:7](=[O:9])[CH2:12][C:11]#[N:13])[CH2:6][CH2:5]1. The catalyst class is: 1. (3) Reactant: O[Li].O.[CH3:4][O:5][C:6]1[C:7]([CH2:32][CH2:33][C:34]2[CH:39]=[CH:38][CH:37]=[CH:36][C:35]=2[CH2:40][C:41]([O:43]C)=[O:42])=[N:8][C:9]([NH:12][C:13]2[CH:18]=[CH:17][C:16]([CH:19]3[CH2:24][CH2:23][N:22]([C:25]([O:27][C:28]([CH3:31])([CH3:30])[CH3:29])=[O:26])[CH2:21][CH2:20]3)=[CH:15][CH:14]=2)=[N:10][CH:11]=1. Product: [C:28]([O:27][C:25]([N:22]1[CH2:23][CH2:24][CH:19]([C:16]2[CH:15]=[CH:14][C:13]([NH:12][C:9]3[N:8]=[C:7]([CH2:32][CH2:33][C:34]4[CH:39]=[CH:38][CH:37]=[CH:36][C:35]=4[CH2:40][C:41]([OH:43])=[O:42])[C:6]([O:5][CH3:4])=[CH:11][N:10]=3)=[CH:18][CH:17]=2)[CH2:20][CH2:21]1)=[O:26])([CH3:31])([CH3:30])[CH3:29]. The catalyst class is: 278.